Dataset: Forward reaction prediction with 1.9M reactions from USPTO patents (1976-2016). Task: Predict the product of the given reaction. (1) Given the reactants [CH2:1]=[C:2]1[CH2:6][CH2:5][C:4]([CH2:11][CH:12]([CH3:14])[CH3:13])([C:7]([O:9]C)=[O:8])[CH2:3]1.O.[OH-].[Li+], predict the reaction product. The product is: [CH2:1]=[C:2]1[CH2:6][CH2:5][C:4]([CH2:11][CH:12]([CH3:14])[CH3:13])([C:7]([OH:9])=[O:8])[CH2:3]1. (2) The product is: [N:7]1[CH:8]=[CH:9][CH:10]=[CH:11][C:6]=1[C:4]1[N:26]=[C:24]([NH:23][C:27]2[C:32]([O:33][CH2:34][C:35]([O:37][CH2:38][CH2:41][CH2:12][CH3:13])=[O:36])=[CH:31][CH:30]=[CH:29][N:28]=2)[S:25][CH:3]=1. Given the reactants Br.Br[CH2:3][C:4]([C:6]1[CH:11]=[CH:10][CH:9]=[CH:8][N:7]=1)=O.[CH3:12][C:13]1C(NC(N)=S)=NC=CC=1.[NH:23]([C:27]1[C:32]([O:33][CH2:34][C:35]([O:37][C:38]([CH3:41])(C)C)=[O:36])=[CH:31][CH:30]=[CH:29][N:28]=1)[C:24]([NH2:26])=[S:25], predict the reaction product. (3) Given the reactants [OH:1][CH2:2][C@H:3]1[CH2:7][NH:6][C:5](=[O:8])[CH2:4]1.[H-].[Na+].Cl[C:12]1[N:21]=[C:20]([C:22]2[CH:27]=[CH:26][C:25]([O:28][CH:29]3[CH2:34][CH2:33][O:32][CH2:31][CH2:30]3)=[C:24]([C:35]([F:38])([F:37])[F:36])[CH:23]=2)[CH:19]=[C:18]2[C:13]=1[CH:14]=[CH:15][CH:16]=[N:17]2, predict the reaction product. The product is: [O:32]1[CH2:33][CH2:34][CH:29]([O:28][C:25]2[CH:26]=[CH:27][C:22]([C:20]3[CH:19]=[C:18]4[C:13]([CH:14]=[CH:15][CH:16]=[N:17]4)=[C:12]([O:1][CH2:2][C@H:3]4[CH2:7][NH:6][C:5](=[O:8])[CH2:4]4)[N:21]=3)=[CH:23][C:24]=2[C:35]([F:38])([F:37])[F:36])[CH2:30][CH2:31]1. (4) The product is: [Cl:33][C:34]1[C:35]([C:41]([NH2:43])=[O:42])=[N:36][CH:37]=[CH:38][C:39]=1[O:8][C:6]1[CH:7]=[C:2]([F:1])[C:3]([NH:10][C:11]([C:13]2[C:14](=[O:26])[N:15]([C:20]3[CH:21]=[CH:22][CH:23]=[CH:24][CH:25]=3)[N:16]([CH3:19])[C:17]=2[CH3:18])=[O:12])=[CH:4][C:5]=1[F:9]. Given the reactants [F:1][C:2]1[CH:7]=[C:6]([OH:8])[C:5]([F:9])=[CH:4][C:3]=1[NH:10][C:11]([C:13]1[C:14](=[O:26])[N:15]([C:20]2[CH:25]=[CH:24][CH:23]=[CH:22][CH:21]=2)[N:16]([CH3:19])[C:17]=1[CH3:18])=[O:12].CC([O-])(C)C.[K+].[Cl:33][C:34]1[C:35]([C:41]([NH2:43])=[O:42])=[N:36][CH:37]=[CH:38][C:39]=1Cl, predict the reaction product. (5) Given the reactants C([O:3][C:4](=O)[CH2:5][C:6]([C@@H:8]1[CH2:13][CH2:12][N:11]([C:14]([O:16][CH3:17])=[O:15])[C@@H:10]([CH2:18][C:19]2[CH:24]=[C:23]([C:25]([F:28])([F:27])[F:26])[CH:22]=[C:21]([F:29])[CH:20]=2)[CH2:9]1)=[O:7])C.[OH-].[Na+].[NH2:33]O.Cl, predict the reaction product. The product is: [F:29][C:21]1[CH:20]=[C:19]([CH:24]=[C:23]([C:25]([F:28])([F:27])[F:26])[CH:22]=1)[CH2:18][C@H:10]1[CH2:9][C@H:8]([C:6]2[O:7][NH:33][C:4](=[O:3])[CH:5]=2)[CH2:13][CH2:12][N:11]1[C:14]([O:16][CH3:17])=[O:15]. (6) Given the reactants Br[C:2]1([C:22]2[CH:23]=[C:24]([NH2:28])[CH:25]=[CH:26][CH:27]=2)[CH2:7][N:6]2[CH:8]=[CH:9][N:10]=[C:5]2[C:4]([N:11]2[CH:15]=[CH:14][N:13]=[C:12]2[C:16]2[CH:21]=[CH:20][N:19]=[CH:18][CH:17]=2)=[N:3]1.[N:29]([C:32]1[CH:37]=[C:36]([C:38]([F:41])([F:40])[F:39])[CH:35]=[CH:34][C:33]=1[O:42][CH3:43])=[C:30]=[O:31].CN(C=O)C, predict the reaction product. The product is: [CH3:43][O:42][C:33]1[CH:34]=[CH:35][C:36]([C:38]([F:41])([F:40])[F:39])=[CH:37][C:32]=1[NH:29][C:30]([NH:28][C:24]1[CH:25]=[CH:26][CH:27]=[C:22]([C:2]2[N:3]=[C:4]([N:11]3[CH:15]=[CH:14][N:13]=[C:12]3[C:16]3[CH:21]=[CH:20][N:19]=[CH:18][CH:17]=3)[C:5]3[N:6]([CH:8]=[CH:9][N:10]=3)[CH:7]=2)[CH:23]=1)=[O:31].